This data is from Reaction yield outcomes from USPTO patents with 853,638 reactions. The task is: Predict the reaction yield, written as a fraction of the theoretical maximum amount of product (1.0 means a 100% yield; for example, 0.34 means a 34% yield). (1) The reactants are [NH:1]=[C:2]([C:13]1[CH:18]=[CH:17][CH:16]=[C:15]([NH:19][C:20]([NH:22][C:23]2[CH:28]=[CH:27][C:26]([S:29](=[O:43])(=[O:42])[NH:30][CH2:31][C:32]3[CH:37]=[CH:36][C:35]([S:38](=[O:41])(=[O:40])[NH2:39])=[CH:34][CH:33]=3)=[CH:25][CH:24]=2)=[O:21])[CH:14]=1)[N:3]1[CH2:8][CH2:7][N:6]([C:9]([O:11][CH3:12])=[O:10])[CH2:5][CH2:4]1.CCN(C(C)C)C(C)C.[C:53](Cl)(=[O:55])[CH3:54].O. The catalyst is C(Cl)Cl.CN(C=O)C. The product is [C:53]([N:1]=[C:2]([C:13]1[CH:18]=[CH:17][CH:16]=[C:15]([NH:19][C:20]([NH:22][C:23]2[CH:24]=[CH:25][C:26]([S:29](=[O:42])(=[O:43])[NH:30][CH2:31][C:32]3[CH:37]=[CH:36][C:35]([S:38](=[O:41])(=[O:40])[NH2:39])=[CH:34][CH:33]=3)=[CH:27][CH:28]=2)=[O:21])[CH:14]=1)[N:3]1[CH2:4][CH2:5][N:6]([C:9]([O:11][CH3:12])=[O:10])[CH2:7][CH2:8]1)(=[O:55])[CH3:54]. The yield is 0.190. (2) The product is [CH3:26][C:22]1[N:21]=[C:20]([C:18]2[N:19]=[C:11]3[NH:10][CH:14]([CH2:15][NH2:16])[CH2:13][N:12]3[C:17]=2[C:27]2[S:35][C:34]3[CH:33]=[CH:32][N:31]=[CH:30][C:29]=3[CH:28]=2)[CH:25]=[CH:24][CH:23]=1. The yield is 0.630. The catalyst is O1CCCC1. The reactants are [H-].[H-].[H-].[H-].[Li+].[Al+3].C([N:10]1[CH:14]([C:15]#[N:16])[CH2:13][N:12]2[C:17]([C:27]3[S:35][C:34]4[CH:33]=[CH:32][N:31]=[CH:30][C:29]=4[CH:28]=3)=[C:18]([C:20]3[CH:25]=[CH:24][CH:23]=[C:22]([CH3:26])[N:21]=3)[N:19]=[C:11]12)(=O)C. (3) The reactants are [F:1][C:2]1[CH:3]=[C:4]([CH:8]=[CH:9][C:10]=1[N+:11]([O-:13])=[O:12])[C:5](Cl)=[O:6].[CH2:14]([N:16](CC)[CH2:17]C)C.CNC.O. The catalyst is C(Cl)Cl. The product is [F:1][C:2]1[CH:3]=[C:4]([CH:8]=[CH:9][C:10]=1[N+:11]([O-:13])=[O:12])[C:5]([N:16]([CH3:17])[CH3:14])=[O:6]. The yield is 0.500. (4) The reactants are ONC(C1C=CC2[O:12][C:11](CO)=CC=2C=1)=N.Cl[C:17]1[CH:18]=[C:19]([C:27]2[O:31][N:30]=[C:29]([C:32]3[CH:33]=[CH:34][C:35]4[O:39][C:38]([C:40]5([NH:48]C(=O)OC(C)(C)C)[CH2:45][O:44]C(C)(C)[O:42][CH2:41]5)=[CH:37][C:36]=4[CH:56]=3)[N:28]=2)[CH:20]=[CH:21][C:22]=1[O:23][CH2:24][CH2:25][CH3:26]. No catalyst specified. The product is [NH2:48][C:40]([C:38]1[O:39][C:35]2[CH:34]=[CH:33][C:32]([C:29]3[N:28]=[C:27]([C:19]4[CH:20]=[CH:21][C:22]([O:23][CH2:24][CH2:25][CH3:26])=[C:17]([O:12][CH3:11])[CH:18]=4)[O:31][N:30]=3)=[CH:56][C:36]=2[CH:37]=1)([CH2:45][OH:44])[CH2:41][OH:42]. The yield is 0.570.